This data is from Catalyst prediction with 721,799 reactions and 888 catalyst types from USPTO. The task is: Predict which catalyst facilitates the given reaction. (1) Reactant: [O:1]=[C:2]1[N:6]([C:7]2[CH:12]=[CH:11][CH:10]=[C:9]([CH2:13][C:14]([O:16]CC3C=CC=CC=3)=[O:15])[CH:8]=2)[CH2:5][CH:4]([C:24]([NH:26][CH:27]([C:34]2[CH:35]=[N:36][CH:37]=[CH:38][CH:39]=2)[CH2:28][C:29]([O:31][CH2:32][CH3:33])=[O:30])=[O:25])[CH2:3]1.C(N(CC)CC)C. Product: [CH2:32]([O:31][C:29]([CH2:28][CH:27]([NH:26][C:24]([CH:4]1[CH2:5][N:6]([C:7]2[CH:8]=[C:9]([CH2:13][C:14]([OH:16])=[O:15])[CH:10]=[CH:11][CH:12]=2)[C:2](=[O:1])[CH2:3]1)=[O:25])[C:34]1[CH:35]=[N:36][CH:37]=[CH:38][CH:39]=1)=[O:30])[CH3:33]. The catalyst class is: 19. (2) Reactant: C(OC(=O)[NH:10][CH2:11][C@H:12]1[CH2:17][CH2:16][C@H:15]([C:18]2[N:22]3[CH:23]=[CH:24][N:25]=[C:26]([CH3:27])[C:21]3=[C:20]([Br:28])[N:19]=2)[CH2:14][CH2:13]1)C1C=CC=CC=1.C(O)(=O)C. Product: [BrH:28].[Br:28][C:20]1[N:19]=[C:18]([C@H:15]2[CH2:16][CH2:17][C@H:12]([CH2:11][NH2:10])[CH2:13][CH2:14]2)[N:22]2[CH:23]=[CH:24][N:25]=[C:26]([CH3:27])[C:21]=12. The catalyst class is: 201. (3) Reactant: FC(F)(F)C(O)=O.[Cl:8][C:9]1[CH:14]=[C:13]([Cl:15])[CH:12]=[CH:11][C:10]=1[C:16]1[CH:24]=[CH:23][C:22]2[NH:21][CH:20]3[CH2:25][CH2:26][N:27](C(OC(C)(C)C)=O)[CH2:28][CH:19]3[C:18]=2[CH:17]=1. Product: [Cl:8][C:9]1[CH:14]=[C:13]([Cl:15])[CH:12]=[CH:11][C:10]=1[C:16]1[CH:24]=[CH:23][C:22]2[NH:21][CH:20]3[CH2:25][CH2:26][NH:27][CH2:28][CH:19]3[C:18]=2[CH:17]=1. The catalyst class is: 4. (4) Reactant: [NH2:1][S:2]([C:5]1[CH:10]=[CH:9][C:8]([N:11]2[C:15]([C:16]3[CH:21]=[CH:20][C:19]([CH3:22])=[CH:18][CH:17]=3)=[CH:14][C:13]([C:23](O)=[O:24])=[N:12]2)=[CH:7][CH:6]=1)(=[O:4])=[O:3].Br.Br[CH2:28][CH2:29][NH2:30].ON1C2C=CC=CC=2N=N1.C(N(CC)CC)C.Cl.C(N=C=NCCCN(C)C)C. Product: [O:24]1[CH2:28][CH2:29][N:30]=[C:23]1[C:13]1[CH:14]=[C:15]([C:16]2[CH:17]=[CH:18][C:19]([CH3:22])=[CH:20][CH:21]=2)[N:11]([C:8]2[CH:7]=[CH:6][C:5]([S:2]([NH2:1])(=[O:4])=[O:3])=[CH:10][CH:9]=2)[N:12]=1. The catalyst class is: 18. (5) Reactant: [Cl:1][C:2]1[CH:7]=[CH:6][CH:5]=[CH:4][C:3]=1[C:8]1[N:9]=[C:10]([CH3:17])[S:11][C:12]=1[C:13]([O:15][CH3:16])=[O:14].[Br:18]N1C(=O)CCC1=O. Product: [Br:18][CH2:17][C:10]1[S:11][C:12]([C:13]([O:15][CH3:16])=[O:14])=[C:8]([C:3]2[CH:4]=[CH:5][CH:6]=[CH:7][C:2]=2[Cl:1])[N:9]=1. The catalyst class is: 53.